From a dataset of Reaction yield outcomes from USPTO patents with 853,638 reactions. Predict the reaction yield, written as a fraction of the theoretical maximum amount of product (1.0 means a 100% yield; for example, 0.34 means a 34% yield). (1) The reactants are [NH2:1][C:2]1[C:11]2[C:6](=[C:7](Br)[CH:8]=[CH:9][CH:10]=2)[N:5]=[N:4][C:3]=1[C:13]([NH:15][CH2:16][CH2:17][CH3:18])=[O:14].[CH:19]1[C:28]2[C:23](=[CH:24][CH:25]=[CH:26][CH:27]=2)[CH:22]=[CH:21][C:20]=1B(O)O. No catalyst specified. The product is [NH2:1][C:2]1[C:11]2[C:6](=[C:7]([C:21]3[CH:20]=[CH:19][C:28]4[C:23](=[CH:24][CH:25]=[CH:26][CH:27]=4)[CH:22]=3)[CH:8]=[CH:9][CH:10]=2)[N:5]=[N:4][C:3]=1[C:13]([NH:15][CH2:16][CH2:17][CH3:18])=[O:14]. The yield is 0.869. (2) The reactants are [Si:1]([O:8][C@H:9]([C:18]1[CH:23]=[CH:22][CH:21]=[CH:20][CH:19]=1)[C@@H:10]([CH2:14][CH2:15][C:16]#[CH:17])C(O)=O)([C:4]([CH3:7])([CH3:6])[CH3:5])([CH3:3])[CH3:2].C([N:26]([CH2:29]C)CC)C.C1(P(N=[N+]=[N-])(C2C=CC=CC=2)=[O:38])C=CC=CC=1.[CH3:48][O:49][C:50]1[CH:57]=[CH:56][C:53]([CH2:54][OH:55])=[CH:52][CH:51]=1. The catalyst is C1(C)C=CC=CC=1.C(=O)(O)[O-]. The product is [Si:1]([O:8][C@H:9]([C:18]1[CH:23]=[CH:22][CH:21]=[CH:20][CH:19]=1)[C@H:10]([NH:26][C:29](=[O:38])[O:55][CH2:54][C:53]1[CH:56]=[CH:57][C:50]([O:49][CH3:48])=[CH:51][CH:52]=1)[CH2:14][CH2:15][C:16]#[CH:17])([C:4]([CH3:5])([CH3:6])[CH3:7])([CH3:3])[CH3:2]. The yield is 0.905. (3) The reactants are [CH3:1][C:2]1[NH:6][C:5]([C:7]([O:9][CH2:10][CH3:11])=[O:8])=[N:4][CH:3]=1.C1C(=O)N([Cl:19])C(=O)C1. No catalyst specified. The product is [Cl:19][C:3]1[N:4]=[C:5]([C:7]([O:9][CH2:10][CH3:11])=[O:8])[NH:6][C:2]=1[CH3:1]. The yield is 0.820. (4) The reactants are [CH2:1]([O:8][C:9]1[CH:14]=[CH:13][C:12]([CH2:15][C:16](O)=[O:17])=[C:11]([N+:19]([O-:21])=[O:20])[CH:10]=1)[C:2]1[CH:7]=[CH:6][CH:5]=[CH:4][CH:3]=1.B.B.C1COCC1.CO.C(Cl)(Cl)Cl. The catalyst is O. The product is [CH2:1]([O:8][C:9]1[CH:14]=[CH:13][C:12]([CH2:15][CH2:16][OH:17])=[C:11]([N+:19]([O-:21])=[O:20])[CH:10]=1)[C:2]1[CH:3]=[CH:4][CH:5]=[CH:6][CH:7]=1. The yield is 0.950. (5) The reactants are [CH3:1][C:2]1[N:7]([C:8]2[CH:13]=[CH:12][CH:11]=[C:10]([C:14]([F:17])([F:16])[F:15])[CH:9]=2)[C:6](=[O:18])[C:5]([C:19]([OH:21])=O)=[CH:4][CH:3]=1.CN(C(ON1N=NC2C=CC=NC1=2)=[N+](C)C)C.F[P-](F)(F)(F)(F)F.C1C=NC2N(O)N=NC=2C=1.CCN(C(C)C)C(C)C.Cl.[CH3:66][S:67]([C:70]1[CH:77]=[CH:76][C:73]([CH2:74][NH2:75])=[CH:72][CH:71]=1)(=[O:69])=[O:68].C(O)(=O)CC(CC(O)=O)(C(O)=O)O. The catalyst is CN1C(=O)CCC1.O. The product is [CH3:1][C:2]1[N:7]([C:8]2[CH:13]=[CH:12][CH:11]=[C:10]([C:14]([F:16])([F:17])[F:15])[CH:9]=2)[C:6](=[O:18])[C:5]([C:19]([NH:75][CH2:74][C:73]2[CH:72]=[CH:71][C:70]([S:67]([CH3:66])(=[O:69])=[O:68])=[CH:77][CH:76]=2)=[O:21])=[CH:4][CH:3]=1. The yield is 0.700. (6) The reactants are Cl[C:2]1[N:10]=[CH:9][N:8]=[C:7]2[C:3]=1[N:4]=[C:5]([C:18]1[CH:23]=[CH:22][CH:21]=[CH:20][C:19]=1[Cl:24])[N:6]2[C:11]1[CH:16]=[CH:15][C:14]([Cl:17])=[CH:13][CH:12]=1.[NH2:25][CH2:26][CH:27]1[CH2:32][CH2:31][CH:30]([CH2:33][NH2:34])[CH2:29][CH2:28]1. The catalyst is O1CCOCC1. The product is [NH2:25][CH2:26][CH:27]1[CH2:32][CH2:31][CH:30]([CH2:33][NH:34][C:2]2[N:10]=[CH:9][N:8]=[C:7]3[C:3]=2[N:4]=[C:5]([C:18]2[CH:23]=[CH:22][CH:21]=[CH:20][C:19]=2[Cl:24])[N:6]3[C:11]2[CH:12]=[CH:13][C:14]([Cl:17])=[CH:15][CH:16]=2)[CH2:29][CH2:28]1. The yield is 0.760. (7) The reactants are [CH3:1][Si:2]([CH:5]=[N+:6]=[N-:7])([CH3:4])[CH3:3].C([Li])CCC.[CH2:13]([N:20]1[CH2:25][CH2:24][C:23]([C:27]2[CH:32]=[CH:31][CH:30]=[C:29]([C:33]#[N:34])[CH:28]=2)([CH3:26])[CH2:22][CH2:21]1)[C:14]1[CH:19]=[CH:18][CH:17]=[CH:16][CH:15]=1. The product is [CH2:13]([N:20]1[CH2:25][CH2:24][C:23]([CH3:26])([C:27]2[CH:32]=[CH:31][CH:30]=[C:29]([C:33]3[N:34]=[N:7][NH:6][C:5]=3[Si:2]([CH3:4])([CH3:3])[CH3:1])[CH:28]=2)[CH2:22][CH2:21]1)[C:14]1[CH:15]=[CH:16][CH:17]=[CH:18][CH:19]=1. The yield is 0.860. The catalyst is O1CCCC1. (8) The reactants are C(Cl)(=O)C(Cl)=O.[NH:7]1[CH:11]=[CH:10][C:9]([C:12]([OH:14])=O)=[CH:8]1.[NH:15]1[CH2:18][CH2:17][CH2:16]1. The catalyst is CN(C)C=O.ClCCl. The product is [N:15]1([C:12]([C:9]2[CH:10]=[CH:11][NH:7][CH:8]=2)=[O:14])[CH2:18][CH2:17][CH2:16]1. The yield is 0.390.